From a dataset of Catalyst prediction with 721,799 reactions and 888 catalyst types from USPTO. Predict which catalyst facilitates the given reaction. (1) Reactant: [H-].[H-].[H-].[H-].[Li+].[Al+3].C([O:9][C:10]([C:12]1[N:13]([C:20]2[C:25]([Cl:26])=[CH:24][CH:23]=[CH:22][C:21]=2[Cl:27])[N:14]=[CH:15][C:16]=1[CH:17]1[CH2:19][CH2:18]1)=O)C. Product: [CH:17]1([C:16]2[CH:15]=[N:14][N:13]([C:20]3[C:25]([Cl:26])=[CH:24][CH:23]=[CH:22][C:21]=3[Cl:27])[C:12]=2[CH2:10][OH:9])[CH2:19][CH2:18]1. The catalyst class is: 1. (2) Reactant: [F:1][C:2]1[CH:7]=[CH:6][C:5]([S:8][C:9]2[N:10]=[C:11]([NH:18][C:19]3[N:23](CC4C=CC(OC)=CC=4)[N:22]=[CH:21][CH:20]=3)[C:12]3[CH:17]=[CH:16][NH:15][C:13]=3[N:14]=2)=[CH:4][CH:3]=1. Product: [F:1][C:2]1[CH:7]=[CH:6][C:5]([S:8][C:9]2[N:10]=[C:11]([NH:18][C:19]3[NH:23][N:22]=[CH:21][CH:20]=3)[C:12]3[CH:17]=[CH:16][NH:15][C:13]=3[N:14]=2)=[CH:4][CH:3]=1. The catalyst class is: 67.